From a dataset of Forward reaction prediction with 1.9M reactions from USPTO patents (1976-2016). Predict the product of the given reaction. (1) The product is: [C:20]([O:23][CH2:24][C:25]1[C:26]([N:40]2[C:41](=[O:53])[C:42]3[S:48][C:47]4[CH2:49][CH2:50][CH2:51][CH2:52][C:46]=4[C:43]=3[CH2:44][CH2:45]2)=[CH:27][CH:28]=[CH:29][C:30]=1[C:2]1[CH:3]=[C:4]([NH:10][C:11]2[CH:15]=[C:14]([CH2:16][O:17][CH3:18])[N:13]([CH3:19])[N:12]=2)[C:5](=[O:9])[N:6]([CH3:8])[CH:7]=1)(=[O:22])[CH3:21]. Given the reactants Br[C:2]1[CH:3]=[C:4]([NH:10][C:11]2[CH:15]=[C:14]([CH2:16][O:17][CH3:18])[N:13]([CH3:19])[N:12]=2)[C:5](=[O:9])[N:6]([CH3:8])[CH:7]=1.[C:20]([O:23][CH2:24][C:25]1[C:30](B2OC(C)(C)C(C)(C)O2)=[CH:29][CH:28]=[CH:27][C:26]=1[N:40]1[CH2:45][CH2:44][C:43]2[C:46]3[CH2:52][CH2:51][CH2:50][CH2:49][C:47]=3[S:48][C:42]=2[C:41]1=[O:53])(=[O:22])[CH3:21], predict the reaction product. (2) Given the reactants [Cl:1][C:2]1[CH:3]=[C:4]2[C:13](=[CH:14][CH:15]=1)[C:12](Cl)=[C:11]1[C:6]([CH:7]=[CH:8][C:9]([O:17][CH3:18])=[CH:10]1)=[N:5]2.[NH2:19][CH2:20][CH2:21][CH2:22][CH2:23][N:24]([CH2:29][CH3:30])[S:25]([CH3:28])(=[O:27])=[O:26], predict the reaction product. The product is: [Cl:1][C:2]1[CH:3]=[C:4]2[C:13](=[CH:14][CH:15]=1)[C:12]([NH:19][CH2:20][CH2:21][CH2:22][CH2:23][N:24]([CH2:29][CH3:30])[S:25]([CH3:28])(=[O:27])=[O:26])=[C:11]1[C:6]([CH:7]=[CH:8][C:9]([O:17][CH3:18])=[CH:10]1)=[N:5]2. (3) Given the reactants Cl.[F:2][C:3]([F:14])([F:13])[O:4][C:5]1[CH:10]=[CH:9][C:8]([NH:11][NH2:12])=[CH:7][CH:6]=1.C(O[CH:18]=[C:19]([C:25]([CH3:27])=O)[C:20]([O:22]CC)=[O:21])C.[OH-].[Na+].Cl, predict the reaction product. The product is: [CH3:27][C:25]1[N:11]([C:8]2[CH:7]=[CH:6][C:5]([O:4][C:3]([F:13])([F:14])[F:2])=[CH:10][CH:9]=2)[N:12]=[CH:18][C:19]=1[C:20]([OH:22])=[O:21]. (4) Given the reactants [CH:1]([N:4]([CH3:13])[C:5]1[CH:6]=C([CH:10]=[CH:11][N:12]=1)C#N)([CH3:3])[CH3:2].[OH-:14].[K+].[CH2:16]([OH:18])[CH3:17], predict the reaction product. The product is: [CH:1]([N:4]([CH3:13])[C:5]1[CH:6]=[C:17]([CH:10]=[CH:11][N:12]=1)[C:16]([OH:14])=[O:18])([CH3:3])[CH3:2]. (5) Given the reactants [Br:1][C:2]1[CH:11]=[CH:10][CH:9]=[C:8]2[C:3]=1[CH2:4][CH2:5][O:6][CH:7]2[CH2:12][N:13]1[CH2:18][CH2:17][NH:16][CH2:15][CH2:14]1.CCN(C(C)C)C(C)C.CC(O)=O.[BH3-]C#N.[Na+].[Br:36][C:37]1[CH:46]=[CH:45][CH:44]=[C:43]2[C:38]=1[CH2:39][CH2:40][O:41][CH:42]2[CH:47]=O, predict the reaction product. The product is: [Br:1][C:2]1[CH:11]=[CH:10][CH:9]=[C:8]2[C:3]=1[CH2:4][CH2:5][O:6][CH:7]2[CH2:12][N:13]1[CH2:14][CH2:15][N:16]([CH2:47][CH:42]2[C:43]3[C:38](=[C:37]([Br:36])[CH:46]=[CH:45][CH:44]=3)[CH2:39][CH2:40][O:41]2)[CH2:17][CH2:18]1. (6) Given the reactants C[O:2][C:3]([C:5]1[CH:17]=[C:16]([C:18]2[CH:23]=[CH:22][C:21]([CH3:24])=[CH:20][N:19]=2)[C:8]2[N:9]=[CH:10][N:11]([CH2:12][CH:13]([CH3:15])[CH3:14])[C:7]=2[CH:6]=1)=[O:4].[Li+].[OH-].Cl, predict the reaction product. The product is: [CH2:12]([N:11]1[C:7]2[CH:6]=[C:5]([C:3]([OH:4])=[O:2])[CH:17]=[C:16]([C:18]3[CH:23]=[CH:22][C:21]([CH3:24])=[CH:20][N:19]=3)[C:8]=2[N:9]=[CH:10]1)[CH:13]([CH3:15])[CH3:14]. (7) Given the reactants [NH2:1][C:2]1[N:10]=[CH:9][N:8]=[C:7]2[C:3]=1[N:4]=[CH:5][N:6]2[C@H:11]1[C@@H:15]2[O:16][C:17]([CH3:20])([CH3:19])[O:18][C@@H:14]2[C@@H:13]([CH2:21][N:22]([CH:39]([CH3:41])[CH3:40])[CH:23]2[CH2:26][CH:25]([CH2:27][CH2:28][C:29]([O:31]CC3C=CC=CC=3)=[O:30])[CH2:24]2)[O:12]1, predict the reaction product. The product is: [NH2:1][C:2]1[N:10]=[CH:9][N:8]=[C:7]2[C:3]=1[N:4]=[CH:5][N:6]2[C@H:11]1[C@@H:15]2[O:16][C:17]([CH3:20])([CH3:19])[O:18][C@@H:14]2[C@@H:13]([CH2:21][N:22]([CH:39]([CH3:41])[CH3:40])[CH:23]2[CH2:26][CH:25]([CH2:27][CH2:28][C:29]([OH:31])=[O:30])[CH2:24]2)[O:12]1.